Dataset: Forward reaction prediction with 1.9M reactions from USPTO patents (1976-2016). Task: Predict the product of the given reaction. (1) Given the reactants [OH:1][C@@H:2]([CH2:20][CH2:21][CH2:22][CH2:23][CH3:24])[CH2:3][CH2:4][C@@H:5]1[C@H:9]2[CH2:10][C:11]3[CH:12]=[CH:13][CH:14]=[C:15]([OH:18])[C:16]=3[CH2:17][C@H:8]2[CH2:7][C@H:6]1[OH:19].C([O-])([O-])=O.[K+].[K+].Cl[CH2:32][C:33]#[N:34], predict the reaction product. The product is: [OH:19][C@H:6]1[C@H:5]([CH2:4][CH2:3][C@@H:2]([OH:1])[CH2:20][CH2:21][CH2:22][CH2:23][CH3:24])[C@H:9]2[CH2:10][C:11]3[C:16]([CH2:17][C@H:8]2[CH2:7]1)=[C:15]([O:18][CH2:32][C:33]#[N:34])[CH:14]=[CH:13][CH:12]=3. (2) Given the reactants CON(C)[C:4]([C:6]1[N:7]=[CH:8][N:9]([C:11]2[CH:16]=[CH:15][CH:14]=[C:13]([C:17]3[C:18]([F:24])=[N:19][CH:20]=[CH:21][C:22]=3[F:23])[CH:12]=2)[CH:10]=1)=[O:5].Br[C:27]1[CH:32]=[CH:31][C:30]([F:33])=[CH:29][CH:28]=1, predict the reaction product. The product is: [F:24][C:18]1[C:17]([C:13]2[CH:12]=[C:11]([N:9]3[CH:10]=[C:6]([C:4]([C:27]4[CH:32]=[CH:31][C:30]([F:33])=[CH:29][CH:28]=4)=[O:5])[N:7]=[CH:8]3)[CH:16]=[CH:15][CH:14]=2)=[C:22]([F:23])[CH:21]=[CH:20][N:19]=1.